This data is from Catalyst prediction with 721,799 reactions and 888 catalyst types from USPTO. The task is: Predict which catalyst facilitates the given reaction. (1) Reactant: [NH2:1][C@H:2]([C:13]([OH:15])=[O:14])[CH2:3][C:4]1[C:12]2[C:7](=[CH:8][CH:9]=[CH:10][CH:11]=2)[NH:6][CH:5]=1.[OH-].[Na+].[CH2:18]=O. Product: [CH2:18]1[C:5]2[NH:6][C:7]3[C:12](=[CH:11][CH:10]=[CH:9][CH:8]=3)[C:4]=2[CH2:3][CH:2]([C:13]([OH:15])=[O:14])[NH:1]1. The catalyst class is: 6. (2) Reactant: [F:1][C:2]1[CH:7]=[CH:6][C:5]([C:8]2[C:13]([CH3:14])=[C:12]([CH:15]([CH3:17])[CH3:16])[N:11]=[C:10]([N:18]([CH3:23])[S:19]([CH3:22])(=[O:21])=[O:20])[N:9]=2)=[CH:4][CH:3]=1.[Br:24]N1C(=O)CCC1=O.O. Product: [F:1][C:2]1[CH:3]=[CH:4][C:5]([C:8]2[C:13]([CH2:14][Br:24])=[C:12]([CH:15]([CH3:17])[CH3:16])[N:11]=[C:10]([N:18]([CH3:23])[S:19]([CH3:22])(=[O:21])=[O:20])[N:9]=2)=[CH:6][CH:7]=1. The catalyst class is: 10.